Task: Predict which catalyst facilitates the given reaction.. Dataset: Catalyst prediction with 721,799 reactions and 888 catalyst types from USPTO (1) Reactant: [CH3:1][C:2]1[N:3]=[C:4]([CH2:7][C:8]([O:10][CH2:11][CH3:12])=[O:9])[S:5][CH:6]=1.Br[CH2:14][CH2:15]Br.C([O-])([O-])=O.[Cs+].[Cs+].Cl. The catalyst class is: 3. Product: [CH2:11]([O:10][C:8]([C:7]1([C:4]2[S:5][CH:6]=[C:2]([CH3:1])[N:3]=2)[CH2:15][CH2:14]1)=[O:9])[CH3:12]. (2) Reactant: [CH3:1][O:2][C:3]([C:5]1[N:6]([C:19]([O:21][C:22]([CH3:25])([CH3:24])[CH3:23])=[O:20])[C:7]2[C:12]([CH:13]=1)=[CH:11][C:10]([CH2:14]Br)=[CH:9][C:8]=2[N+:16]([O-:18])=[O:17])=[O:4].[C:26]([O-:29])(=[O:28])[CH3:27].[Na+]. Product: [CH3:1][O:2][C:3]([C:5]1[N:6]([C:19]([O:21][C:22]([CH3:25])([CH3:24])[CH3:23])=[O:20])[C:7]2[C:12]([CH:13]=1)=[CH:11][C:10]([CH2:14][O:29][C:26](=[O:28])[CH3:27])=[CH:9][C:8]=2[N+:16]([O-:18])=[O:17])=[O:4]. The catalyst class is: 9. (3) Reactant: [F:1][C:2]1[CH:7]=[CH:6][CH:5]=[C:4]([F:8])[C:3]=1[N:9]1[C:14]2[N:15]=[C:16]([NH:29][CH2:30][CH2:31][N:32]([CH3:34])[CH3:33])[N:17]=[C:18]([C:19]3[CH:20]=[C:21]([CH:25]=[CH:26][C:27]=3[CH3:28])[C:22]([OH:24])=O)[C:13]=2[CH2:12][NH:11][C:10]1=[O:35].[CH3:36][C:37]([CH3:41])([CH3:40])[CH2:38][NH2:39].CN(C(ON1N=NC2C=CC=CC1=2)=[N+](C)C)C.F[P-](F)(F)(F)(F)F.C(N(CC)CC)C. Product: [F:1][C:2]1[CH:7]=[CH:6][CH:5]=[C:4]([F:8])[C:3]=1[N:9]1[C:14]2[N:15]=[C:16]([NH:29][CH2:30][CH2:31][N:32]([CH3:34])[CH3:33])[N:17]=[C:18]([C:19]3[CH:20]=[C:21]([CH:25]=[CH:26][C:27]=3[CH3:28])[C:22]([NH:39][CH2:38][C:37]([CH3:41])([CH3:40])[CH3:36])=[O:24])[C:13]=2[CH2:12][NH:11][C:10]1=[O:35]. The catalyst class is: 139.